From a dataset of Reaction yield outcomes from USPTO patents with 853,638 reactions. Predict the reaction yield, written as a fraction of the theoretical maximum amount of product (1.0 means a 100% yield; for example, 0.34 means a 34% yield). (1) The reactants are Br[C:2]1[N:6]2[N:7]=[CH:8][C:9]([C:11]([F:14])([F:13])[CH3:12])=[N:10][C:5]2=[N:4][CH:3]=1.[F:15][C:16]1[CH:21]=[CH:20][C:19](B2OC(C)(C)C(C)(C)O2)=[CH:18][C:17]=1[C:31]1[CH:32]=[N:33][CH:34]=[CH:35][CH:36]=1. No catalyst specified. The product is [F:13][C:11]([C:9]1[CH:8]=[N:7][N:6]2[C:2]([C:19]3[CH:20]=[CH:21][C:16]([F:15])=[C:17]([C:31]4[CH:32]=[N:33][CH:34]=[CH:35][CH:36]=4)[CH:18]=3)=[CH:3][N:4]=[C:5]2[N:10]=1)([F:14])[CH3:12]. The yield is 0.440. (2) The product is [CH3:1][C:2]1[C:6]2[CH:7]=[C:8]([NH2:11])[CH:9]=[CH:10][C:5]=2[O:4][N:3]=1. The yield is 0.310. The reactants are [CH3:1][C:2]1[C:6]2[CH:7]=[C:8]([N+:11]([O-])=O)[CH:9]=[CH:10][C:5]=2[O:4][N:3]=1.O.O.[Sn](Cl)Cl.Cl. The catalyst is CC(O)=O. (3) The reactants are [CH:1]1([CH2:4][NH:5][C:6](=[O:12])[O:7][C:8]([CH3:11])([CH3:10])[CH3:9])[CH2:3][CH2:2]1.[Li]CCCC.Cl[CH2:19][O:20][CH3:21]. The catalyst is C1COCC1. The product is [CH:1]1([CH2:4][N:5]([CH2:19][O:20][CH3:21])[C:6](=[O:12])[O:7][C:8]([CH3:9])([CH3:11])[CH3:10])[CH2:2][CH2:3]1. The yield is 0.910.